From a dataset of Catalyst prediction with 721,799 reactions and 888 catalyst types from USPTO. Predict which catalyst facilitates the given reaction. (1) Reactant: [OH-].[K+].[CH:3]1([C:6]2[O:10][N:9]=[C:8]([C:11]3[C:16]([Cl:17])=[CH:15][CH:14]=[CH:13][C:12]=3[Cl:18])[C:7]=2[CH2:19][O:20][CH:21]2[CH2:27][CH2:26][CH2:25][N:24]([C:28]3[CH:40]=[CH:39][C:31]4[C:32]([C:35]([O:37]C)=[O:36])=[N:33][S:34][C:30]=4[CH:29]=3)[CH2:23][CH2:22]2)[CH2:5][CH2:4]1. Product: [CH:3]1([C:6]2[O:10][N:9]=[C:8]([C:11]3[C:16]([Cl:17])=[CH:15][CH:14]=[CH:13][C:12]=3[Cl:18])[C:7]=2[CH2:19][O:20][CH:21]2[CH2:27][CH2:26][CH2:25][N:24]([C:28]3[CH:40]=[CH:39][C:31]4[C:32]([C:35]([OH:37])=[O:36])=[N:33][S:34][C:30]=4[CH:29]=3)[CH2:23][CH2:22]2)[CH2:5][CH2:4]1. The catalyst class is: 199. (2) Reactant: Cl.[F:2][C:3]1[CH:8]=[C:7]([N:9]2[CH2:13][C@H:12]([CH2:14][NH:15][C:16](=[O:18])[CH3:17])[O:11][C:10]2=[O:19])[CH:6]=[CH:5][C:4]=1[C:20]1[CH:25]=[CH:24][C:23]([CH2:26][NH:27][CH2:28][C:29]2[N:30]=[N:31][N:32](CC3C=CC(OC)=CC=3)[CH:33]=2)=[CH:22][CH:21]=1.Cl.FC1C=C(N2C[C@H](CNC(=O)C)OC2=O)C=CC=1C1C=CC(CNCC2N(CC3C=CC(OC)=CC=3)N=NC=2)=CC=1. Product: [F:2][C:3]1[CH:8]=[C:7]([N:9]2[CH2:13][C@H:12]([CH2:14][NH:15][C:16](=[O:18])[CH3:17])[O:11][C:10]2=[O:19])[CH:6]=[CH:5][C:4]=1[C:20]1[CH:25]=[CH:24][C:23]([CH2:26][NH:27][CH2:28][C:29]2[N:30]=[N:31][NH:32][CH:33]=2)=[CH:22][CH:21]=1. The catalyst class is: 55. (3) Reactant: [CH3:1][C:2]1[CH:3]=[C:4]2[C:11]3([C:15](=[O:16])[NH:14][C:13](=O)[NH:12]3)[CH2:10][CH:9]([C:18]3[CH:23]=[CH:22][CH:21]=[CH:20][CH:19]=3)[O:8][C:5]2=[CH:6][CH:7]=1.COC1C=CC(P2(SP(C3C=CC(OC)=CC=3)(=S)S2)=[S:33])=CC=1. Product: [CH3:1][C:2]1[CH:3]=[C:4]2[C:11]3([C:15](=[O:16])[NH:14][C:13](=[S:33])[NH:12]3)[CH2:10][CH:9]([C:18]3[CH:23]=[CH:22][CH:21]=[CH:20][CH:19]=3)[O:8][C:5]2=[CH:6][CH:7]=1. The catalyst class is: 12. (4) Reactant: Cl[C:2]1[CH:7]=[CH:6][N:5]=[C:4]([N:8]2[CH2:13][CH2:12][O:11][CH2:10][CH2:9]2)[N:3]=1.[CH:14]1([NH:17][C:18](=[O:35])[NH:19][C:20]2[CH:25]=[CH:24][C:23](B3OC(C)(C)C(C)(C)O3)=[CH:22][CH:21]=2)[CH2:16][CH2:15]1.C([O-])([O-])=O.[Cs+].[Cs+]. Product: [CH:14]1([NH:17][C:18]([NH:19][C:20]2[CH:25]=[CH:24][C:23]([C:2]3[CH:7]=[CH:6][N:5]=[C:4]([N:8]4[CH2:13][CH2:12][O:11][CH2:10][CH2:9]4)[N:3]=3)=[CH:22][CH:21]=2)=[O:35])[CH2:16][CH2:15]1. The catalyst class is: 184. (5) Reactant: [NH2:1][CH:2]1[CH2:7][CH2:6][CH:5]([NH:8][C:9]2[N:17]=[C:16]3[C:12]([N:13]=[CH:14][N:15]3[CH:18]3[CH2:22][CH2:21][CH2:20][CH2:19]3)=[C:11]([NH:23][CH2:24][C:25]3[CH:30]=[CH:29][C:28](Br)=[CH:27][CH:26]=3)[N:10]=2)[CH2:4][CH2:3]1.[O:32]1[CH:36]=[CH:35][CH:34]=[C:33]1B(O)O.O.O.O.P([O-])([O-])([O-])=O.[K+].[K+].[K+].CN(C)C=O. Product: [NH2:1][CH:2]1[CH2:7][CH2:6][CH:5]([NH:8][C:9]2[N:17]=[C:16]3[C:12]([N:13]=[CH:14][N:15]3[CH:18]3[CH2:22][CH2:21][CH2:20][CH2:19]3)=[C:11]([NH:23][CH2:24][C:25]3[CH:30]=[CH:29][C:28]([C:33]4[O:32][CH:36]=[CH:35][CH:34]=4)=[CH:27][CH:26]=3)[N:10]=2)[CH2:4][CH2:3]1. The catalyst class is: 568. (6) Reactant: [Li+].CC([N-]C(C)C)C.[CH2:9]([N:16]1[CH2:20][CH2:19][CH2:18][C:17]1=[O:21])[C:10]1[CH:15]=[CH:14][CH:13]=[CH:12][CH:11]=1.C([O:24][C:25]([C:27]1([O:30][Si:31]([C:34]([CH3:37])([CH3:36])[CH3:35])([CH3:33])[CH3:32])[CH2:29][CH2:28]1)=O)C.[NH4+].[Cl-]. Product: [CH2:9]([N:16]1[CH2:20][CH2:19][C:18](=[C:25]([C:27]2([O:30][Si:31]([C:34]([CH3:37])([CH3:36])[CH3:35])([CH3:32])[CH3:33])[CH2:28][CH2:29]2)[OH:24])[C:17]1=[O:21])[C:10]1[CH:15]=[CH:14][CH:13]=[CH:12][CH:11]=1. The catalyst class is: 1. (7) Reactant: C([O:3][C:4](=[O:32])[CH2:5][O:6][C:7]1[CH:16]=[CH:15][C:14]2[C:9](=[CH:10][CH:11]=[C:12]([C:17]3[O:18][C:19]4[CH:30]=[CH:29][CH:28]=[CH:27][C:20]=4[C:21]=3[CH2:22][CH2:23][CH2:24][CH2:25][CH3:26])[CH:13]=2)[C:8]=1[Br:31])C.[OH-].[K+]. Product: [Br:31][C:8]1[C:9]2[C:14](=[CH:13][C:12]([C:17]3[O:18][C:19]4[CH:30]=[CH:29][CH:28]=[CH:27][C:20]=4[C:21]=3[CH2:22][CH2:23][CH2:24][CH2:25][CH3:26])=[CH:11][CH:10]=2)[CH:15]=[CH:16][C:7]=1[O:6][CH2:5][C:4]([OH:32])=[O:3]. The catalyst class is: 20. (8) Reactant: Cl.[CH3:2][NH:3][CH3:4].C(N(CC)CC)C.[C:12]([NH:19][C@H:20]([C:28]([OH:30])=O)[CH2:21][C:22]1[CH:27]=[CH:26][CH:25]=[CH:24][CH:23]=1)([O:14][C:15]([CH3:18])([CH3:17])[CH3:16])=[O:13].C1C=CC2N(O)N=NC=2C=1.CCN=C=NCCCN(C)C. Product: [CH3:2][N:3]([CH3:4])[C:28](=[O:30])[C@H:20]([CH2:21][C:22]1[CH:27]=[CH:26][CH:25]=[CH:24][CH:23]=1)[NH:19][C:12]([O:14][C:15]([CH3:18])([CH3:17])[CH3:16])=[O:13]. The catalyst class is: 39. (9) Reactant: Cl[C:2]1[N:6]=[C:5]([CH:7]2[CH2:12][CH:11]([C:13]3[CH:18]=[CH:17][C:16]([C:19]([F:22])([F:21])[F:20])=[CH:15][CH:14]=3)[CH2:10][N:9]([C:23]([N:25]3[CH2:30][CH2:29][O:28][CH2:27][CH2:26]3)=[O:24])[CH2:8]2)[O:4][N:3]=1.[O:31]1[CH2:34][CH:33]([NH2:35])[CH2:32]1. Product: [N:25]1([C:23]([N:9]2[CH2:10][CH:11]([C:13]3[CH:18]=[CH:17][C:16]([C:19]([F:22])([F:21])[F:20])=[CH:15][CH:14]=3)[CH2:12][CH:7]([C:5]3[O:4][N:3]=[C:2]([NH:35][CH:33]4[CH2:34][O:31][CH2:32]4)[N:6]=3)[CH2:8]2)=[O:24])[CH2:30][CH2:29][O:28][CH2:27][CH2:26]1. The catalyst class is: 8.